From a dataset of Forward reaction prediction with 1.9M reactions from USPTO patents (1976-2016). Predict the product of the given reaction. (1) Given the reactants [O:1]1[CH2:6][CH2:5][N:4]([C:7]2[C:8]3[N:9]([CH:32]=[C:33]([CH2:35][O:36][C:37]4[CH:46]=[CH:45][C:44]5[C:39](=[CH:40][CH:41]=[CH:42][CH:43]=5)[N:38]=4)[N:34]=3)[C:10]([C:13]3[CH:14]=[CH:15][C:16]([CH:19]4[CH2:24][CH2:23][N:22](C(OC(C)(C)C)=O)[CH2:21][CH2:20]4)=[N:17][CH:18]=3)=[CH:11][N:12]=2)[CH2:3][CH2:2]1.[C:47]([OH:53])([C:49]([F:52])([F:51])[F:50])=[O:48], predict the reaction product. The product is: [F:50][C:49]([F:52])([F:51])[C:47]([OH:53])=[O:48].[NH:22]1[CH2:21][CH2:20][CH:19]([C:16]2[N:17]=[CH:18][C:13]([C:10]3[N:9]4[CH:32]=[C:33]([CH2:35][O:36][C:37]5[CH:46]=[CH:45][C:44]6[C:39](=[CH:40][CH:41]=[CH:42][CH:43]=6)[N:38]=5)[N:34]=[C:8]4[C:7]([N:4]4[CH2:5][CH2:6][O:1][CH2:2][CH2:3]4)=[N:12][CH:11]=3)=[CH:14][CH:15]=2)[CH2:24][CH2:23]1. (2) Given the reactants [CH2:1]([O:4][CH2:5][CH2:6][CH2:7][CH2:8][CH2:9][N:10]1[CH2:15][CH2:14][C:13](=O)[CH2:12][CH2:11]1)[CH2:2][CH3:3].Cl.[NH2:18][OH:19], predict the reaction product. The product is: [CH2:1]([O:4][CH2:5][CH2:6][CH2:7][CH2:8][CH2:9][N:10]1[CH2:15][CH2:14][C:13](=[N:18][OH:19])[CH2:12][CH2:11]1)[CH2:2][CH3:3]. (3) Given the reactants [CH3:1][C:2]1([CH3:19])[CH2:7][C:6](=[CH:8][CH2:9][CH2:10][O:11]CC2C=CC=CC=2)[CH2:5][CH2:4][O:3]1, predict the reaction product. The product is: [CH3:1][C:2]1([CH3:19])[CH2:7][CH:6]([CH2:8][CH2:9][CH2:10][OH:11])[CH2:5][CH2:4][O:3]1. (4) Given the reactants [CH3:1][NH:2][C@H:3]1[CH2:7][CH2:6][N:5]([CH2:8][C:9]2[CH:14]=[CH:13][N:12]=[C:11]([C:15]3[CH:20]=[C:19]([O:21][CH3:22])[C:18]([O:23][CH3:24])=[C:17]([O:25][CH3:26])[CH:16]=3)[CH:10]=2)[CH2:4]1.Cl[CH2:28][C:29]1[CH:34]=[CH:33][N:32]=[C:31]([C:35]2[CH:40]=[C:39]([O:41][CH3:42])[C:38]([O:43][CH3:44])=[C:37]([O:45][CH3:46])[CH:36]=2)[CH:30]=1, predict the reaction product. The product is: [CH3:1][N:2]([C@H:3]1[CH2:7][CH2:6][N:5]([CH2:8][C:9]2[CH:14]=[CH:13][N:12]=[C:11]([C:15]3[CH:16]=[C:17]([O:25][CH3:26])[C:18]([O:23][CH3:24])=[C:19]([O:21][CH3:22])[CH:20]=3)[CH:10]=2)[CH2:4]1)[CH2:28][C:29]1[CH:34]=[CH:33][N:32]=[C:31]([C:35]2[CH:40]=[C:39]([O:41][CH3:42])[C:38]([O:43][CH3:44])=[C:37]([O:45][CH3:46])[CH:36]=2)[CH:30]=1. (5) The product is: [NH2:25][C:22]1[CH:23]=[CH:24][C:19]([N:13]2[CH2:14][CH2:15][CH2:16][C@:9]3([C:8](=[O:17])[N:7]([CH:4]4[CH2:5][CH2:6][O:1][CH2:2][CH2:3]4)[CH2:11][CH2:10]3)[CH2:12]2)=[N:20][CH:21]=1. Given the reactants [O:1]1[CH2:6][CH2:5][CH:4]([N:7]2[CH2:11][CH2:10][C@@:9]3([CH2:16][CH2:15][CH2:14][NH:13][CH2:12]3)[C:8]2=[O:17])[CH2:3][CH2:2]1.Cl[C:19]1[CH:24]=[CH:23][C:22]([N+:25]([O-])=O)=[CH:21][N:20]=1.C(=O)([O-])[O-].[K+].[K+].CN(C)C=O, predict the reaction product. (6) Given the reactants [Cl-].[NH4+:2].C[Al](C)C.[C:7]([C:11]1[CH:12]=[C:13]([CH:16]=[C:17]([C:21]([CH3:24])([CH3:23])[CH3:22])[C:18]=1[O:19][CH3:20])[C:14]#[N:15])([CH3:10])([CH3:9])[CH3:8].C(Cl)(Cl)Cl, predict the reaction product. The product is: [C:21]([C:17]1[CH:16]=[C:13]([C:14](=[NH:2])[NH2:15])[CH:12]=[C:11]([C:7]([CH3:10])([CH3:9])[CH3:8])[C:18]=1[O:19][CH3:20])([CH3:24])([CH3:23])[CH3:22].